This data is from Forward reaction prediction with 1.9M reactions from USPTO patents (1976-2016). The task is: Predict the product of the given reaction. (1) The product is: [F:52][C:53]1([F:59])[CH2:55][CH:54]1[C:56]([NH:24][C:21]1[CH:22]=[C:23]2[C:18](=[CH:19][CH:20]=1)[N:17]([CH:25]1[CH2:30][CH2:29][CH2:28][CH2:27][O:26]1)[N:16]=[C:15]2[C:13]1[NH:12][C:11]2[CH:31]=[CH:32][C:8]([N:6]3[CH2:5][CH2:4][O:3][CH:2]([CH3:1])[CH2:7]3)=[CH:9][C:10]=2[N:14]=1)=[O:57]. Given the reactants [CH3:1][CH:2]1[CH2:7][N:6]([C:8]2[CH:32]=[CH:31][C:11]3[NH:12][C:13]([C:15]4[C:23]5[C:18](=[CH:19][CH:20]=[C:21]([NH2:24])[CH:22]=5)[N:17]([CH:25]5[CH2:30][CH2:29][CH2:28][CH2:27][O:26]5)[N:16]=4)=[N:14][C:10]=3[CH:9]=2)[CH2:5][CH2:4][O:3]1.N1(O)C2C=CC=CC=2N=N1.C(Cl)CCl.C(=O)(O)[O-].[Na+].[F:52][C:53]1([F:59])[CH2:55][CH:54]1[C:56](O)=[O:57], predict the reaction product. (2) Given the reactants [C:1]([C@@H:3]1[N:8]2[CH2:9][CH2:10][N:11]([C:13]3[C:14](C#N)=[N:15][CH:16]=[CH:17][N:18]=3)[CH2:12][C@@H:7]2[CH2:6][CH2:5][CH2:4]1)#[CH:2].I[C:22]1[CH:23]=[C:24]([CH:27]=[CH:28][CH:29]=1)[C:25]#[N:26].[N-:30]=[N+:31]=[N-:32].[Na+].O=C1O[C@H]([C@H](CO)O)C([O-])=C1O.[Na+].[NH:47]1CCC[C@H:48]1C(O)=O.C([O-])([O-])=O.[Na+].[Na+], predict the reaction product. The product is: [C:25]([C:24]1[CH:23]=[C:22]([C:2]2[NH:32][N:31]=[N:30][C:1]=2[C@@H:3]2[N:8]3[CH2:9][CH2:10][N:11]([C:13]4[N:18]=[C:17]([C:48]#[N:47])[CH:16]=[N:15][CH:14]=4)[CH2:12][C@@H:7]3[CH2:6][CH2:5][CH2:4]2)[CH:29]=[CH:28][CH:27]=1)#[N:26]. (3) Given the reactants [C:1]([O:5][P:6]([O-:13])([O:8][C:9]([CH3:12])([CH3:11])[CH3:10])=[O:7])([CH3:4])([CH3:3])[CH3:2].C([N+](CCCC)(CCCC)CCCC)CCC.[Cl:31][CH2:32]I, predict the reaction product. The product is: [P:6]([O:13][CH2:32][Cl:31])([O:5][C:1]([CH3:4])([CH3:3])[CH3:2])([O:8][C:9]([CH3:12])([CH3:11])[CH3:10])=[O:7]. (4) Given the reactants [CH:1]1([N:6]2[C:15]3[N:14]=[C:13]([N:16]4[CH2:20][CH2:19][CH2:18][CH2:17]4)[N:12]=[CH:11][C:10]=3[NH:9][C:8](=O)[C@H:7]2[CH2:22]C)[CH2:5][CH2:4][CH2:3][CH2:2]1.CC(C)([O-])C.[K+].C(OP(Cl)(O[CH2:36][CH3:37])=O)C.[NH2:39][NH2:40].C(OC)(OC)OC, predict the reaction product. The product is: [CH:1]1([N:6]2[C:15]3[N:14]=[C:13]([N:16]4[CH2:17][CH2:18][CH2:19][CH2:20]4)[N:12]=[CH:11][C:10]=3[N:9]3[CH:8]=[N:39][N:40]=[C:22]3[C@H:7]2[CH2:36][CH3:37])[CH2:2][CH2:3][CH2:4][CH2:5]1. (5) Given the reactants [CH2:1](OC(OCC)CBr)[CH3:2].Cl.[NH2:11][C:12]1[CH:17]=[C:16]([C:18]2[CH:25]=[CH:24][C:21]([CH:22]=[O:23])=[CH:20][CH:19]=2)[CH:15]=[CH:14][N:13]=1.C([O-])(O)=O.[Na+], predict the reaction product. The product is: [N:11]1[CH:1]=[CH:2][N:13]2[CH:14]=[CH:15][C:16]([C:18]3[CH:25]=[CH:24][C:21]([CH:22]=[O:23])=[CH:20][CH:19]=3)=[CH:17][C:12]=12. (6) Given the reactants [N:1]1[CH:6]=[CH:5][C:4]([C:7]2([C:12]([O:14][CH2:15][CH3:16])=[O:13])[CH2:11][CH2:10][CH2:9][CH2:8]2)=[CH:3][CH:2]=1.[CH2:17](Br)[C:18]1[CH:23]=[CH:22][CH:21]=[CH:20][CH:19]=1, predict the reaction product. The product is: [CH2:17]([N:1]1[CH2:6][CH2:5][CH:4]([C:7]2([C:12]([O:14][CH2:15][CH3:16])=[O:13])[CH2:11][CH2:10][CH2:9][CH2:8]2)[CH2:3][CH2:2]1)[C:18]1[CH:23]=[CH:22][CH:21]=[CH:20][CH:19]=1. (7) Given the reactants [CH3:1][O:2][C:3]([C:5]1[C:10]([NH:11]C(OC(C)(C)C)=O)=[N:9][CH:8]=[C:7]([C:19](=[O:21])[CH3:20])[N:6]=1)=[O:4].Cl, predict the reaction product. The product is: [CH3:1][O:2][C:3]([C:5]1[C:10]([NH2:11])=[N:9][CH:8]=[C:7]([C:19](=[O:21])[CH3:20])[N:6]=1)=[O:4].